This data is from Reaction yield outcomes from USPTO patents with 853,638 reactions. The task is: Predict the reaction yield, written as a fraction of the theoretical maximum amount of product (1.0 means a 100% yield; for example, 0.34 means a 34% yield). (1) The reactants are [CH3:1][N:2]([C:24]1[N:29]=[CH:28][C:27]([O:30][CH2:31][CH2:32][NH:33]C(=O)OC(C)(C)C)=[CH:26][CH:25]=1)[C:3]([C:5]1[CH:10]=[CH:9][N:8]2[N:11]=[CH:12][C:13]([C:14]3[CH:19]=[CH:18][C:17]([C:20](=[O:23])[NH:21][CH3:22])=[CH:16][CH:15]=3)=[C:7]2[CH:6]=1)=[O:4]. The catalyst is Cl.O1CCOCC1.C([O-])(O)=O.[Na+]. The product is [NH2:33][CH2:32][CH2:31][O:30][C:27]1[CH:26]=[CH:25][C:24]([N:2]([CH3:1])[C:3]([C:5]2[CH:10]=[CH:9][N:8]3[N:11]=[CH:12][C:13]([C:14]4[CH:19]=[CH:18][C:17]([C:20](=[O:23])[NH:21][CH3:22])=[CH:16][CH:15]=4)=[C:7]3[CH:6]=2)=[O:4])=[N:29][CH:28]=1. The yield is 0.0400. (2) The product is [Br:29][C:30]1[CH:31]=[C:32]([O:37][C:38]2[C:39]([CH3:45])=[N:40][N:41]([CH3:44])[C:42]=2[CH3:43])[C:33]([NH:36][C:26]2[S:25][N:6]=[C:7]([C@H:8]3[CH2:12][O:11][C:10]4([CH2:13][CH2:14][CH2:15][CH2:16][CH2:17]4)[O:9]3)[N:27]=2)=[N:34][CH:35]=1. The catalyst is C(#N)C. The yield is 0.927. The reactants are CS(O[N:6]=[C:7](Cl)[C@H:8]1[CH2:12][O:11][C:10]2([CH2:17][CH2:16][CH2:15][CH2:14][CH2:13]2)[O:9]1)(=O)=O.N1C=CC=CC=1.[S-:25][C:26]#[N:27].[Na+].[Br:29][C:30]1[CH:31]=[C:32]([O:37][C:38]2[C:39]([CH3:45])=[N:40][N:41]([CH3:44])[C:42]=2[CH3:43])[C:33]([NH2:36])=[N:34][CH:35]=1.